Dataset: Full USPTO retrosynthesis dataset with 1.9M reactions from patents (1976-2016). Task: Predict the reactants needed to synthesize the given product. (1) Given the product [CH2:6]1[C:5]2[C:10](=[CH:1][C:2]([C:15]([O:17][CH3:18])=[O:16])=[CH:3][CH:4]=2)[CH2:9][CH2:8][CH:7]1[C:11]([O:13][CH3:14])=[O:12], predict the reactants needed to synthesize it. The reactants are: [CH:1]1[C:10]2[C:5](=[CH:6][C:7]([C:11]([O:13][CH3:14])=[O:12])=[CH:8][CH:9]=2)[CH:4]=[CH:3][C:2]=1[C:15]([O:17][CH3:18])=[O:16]. (2) The reactants are: [OH:1][CH2:2][C:3]([C@H:6]1[C@@H:10]2[C@@H:11]3[C@@:24]([CH3:27])([CH2:25][CH2:26][C@@:9]2([NH:42][CH2:43][CH2:44][N:45]2[CH2:50][CH2:49][S:48](=[O:52])(=[O:51])[CH2:47][CH2:46]2)[CH2:8][CH2:7]1)[C@@:23]1([CH3:28])[C@@H:14]([C@:15]2([CH3:41])[C@@H:20]([CH2:21][CH2:22]1)[C:19]([CH3:30])([CH3:29])[C:18]([C:31]1[CH:40]=[CH:39][C:34]([C:35]([O:37][CH3:38])=[O:36])=[CH:33][CH:32]=1)=[CH:17][CH2:16]2)[CH2:13][CH2:12]3)([OH:5])[CH3:4].[CH3:53]OC(C1C=CC(C2C(C)(C)[C@H]3[C@](C)(CC=2)[C@@H]2[C@](C)([C@@]4(C)[C@H](CC2)[C@H]2[C@H](C(C)=C)CC[C@]2(C(O[Si](C(C)(C)C)(C)C)=O)CC4)CC3)=CC=1)=O.C(C1C=C(C)C=C(C(C)(C)C)N=1)(C)(C)C.FC(F)(F)S(OC)(=O)=O.C(O)(C(F)(F)F)=O. Given the product [O:51]=[S:48]1(=[O:52])[CH2:49][CH2:50][N:45]([CH2:44][CH2:43][NH:42][C@:9]23[CH2:8][CH2:7][C@@H:6]([C:3]([OH:5])([CH3:4])[CH2:2][O:1][CH3:53])[C@@H:10]2[C@@H:11]2[C@@:24]([CH3:27])([CH2:25][CH2:26]3)[C@@:23]3([CH3:28])[C@@H:14]([C@:15]4([CH3:41])[C@@H:20]([CH2:21][CH2:22]3)[C:19]([CH3:30])([CH3:29])[C:18]([C:31]3[CH:40]=[CH:39][C:34]([C:35]([O:37][CH3:38])=[O:36])=[CH:33][CH:32]=3)=[CH:17][CH2:16]4)[CH2:13][CH2:12]2)[CH2:46][CH2:47]1, predict the reactants needed to synthesize it. (3) Given the product [F:1][C:2]1[CH:3]=[CH:4][C:5]([O:12][CH2:13][C:14]#[C:15][C:16]2[CH:17]=[CH:18][C:19]([C:22]([F:23])([F:24])[F:25])=[CH:20][CH:21]=2)=[C:6]([CH:11]=1)[C:7]([OH:9])=[O:8], predict the reactants needed to synthesize it. The reactants are: [F:1][C:2]1[CH:3]=[CH:4][C:5]([O:12][CH2:13][C:14]#[C:15][C:16]2[CH:21]=[CH:20][C:19]([C:22]([F:25])([F:24])[F:23])=[CH:18][CH:17]=2)=[C:6]([CH:11]=1)[C:7]([O:9]C)=[O:8].[OH-].[Li+]. (4) Given the product [CH2:1]([O:8][N:9]1[C:18]2[C:13](=[CH:14][CH:15]=[C:16]([C:19](=[O:21])[NH:55][O:54][CH2:47][C:48]3[CH:53]=[CH:52][CH:51]=[CH:50][CH:49]=3)[CH:17]=2)[NH:12][C:11](=[O:22])[C:10]1=[O:23])[C:2]1[CH:7]=[CH:6][CH:5]=[CH:4][CH:3]=1, predict the reactants needed to synthesize it. The reactants are: [CH2:1]([O:8][N:9]1[C:18]2[C:13](=[CH:14][CH:15]=[C:16]([C:19]([OH:21])=O)[CH:17]=2)[NH:12][C:11](=[O:22])[C:10]1=[O:23])[C:2]1[CH:7]=[CH:6][CH:5]=[CH:4][CH:3]=1.ON1C2C=CC=CC=2N=N1.Cl.CN(C)CCCN=C=NCC.Cl.[CH2:47]([O:54][NH2:55])[C:48]1[CH:53]=[CH:52][CH:51]=[CH:50][CH:49]=1.C(N(CC)CC)C. (5) The reactants are: [C:1](=[O:26])([O:21][C:22]([CH3:25])([CH3:24])[CH3:23])[O:2][C:3]1[N:7]([C:8]2[CH:13]=[CH:12][CH:11]=[CH:10][N:9]=2)[N:6]=[C:5]([C:14]2[CH:19]=[CH:18][C:17](Br)=[CH:16][CH:15]=2)[CH:4]=1.[C:27]1(B(O)O)[CH:32]=[CH:31][CH:30]=[CH:29][CH:28]=1.[O-]P([O-])([O-])=O.[K+].[K+].[K+]. Given the product [C:1](=[O:26])([O:21][C:22]([CH3:25])([CH3:24])[CH3:23])[O:2][C:3]1[N:7]([C:8]2[CH:13]=[CH:12][CH:11]=[CH:10][N:9]=2)[N:6]=[C:5]([C:14]2[CH:19]=[CH:18][C:17]([C:27]3[CH:32]=[CH:31][CH:30]=[CH:29][CH:28]=3)=[CH:16][CH:15]=2)[CH:4]=1, predict the reactants needed to synthesize it. (6) Given the product [N:11]1([C:14]2[N:19]=[C:18]([C:20]3[CH:29]=[CH:28][C:27]4[C:26]([CH3:31])([CH3:30])[CH2:25][CH2:24][C:23]([CH3:33])([CH3:32])[C:22]=4[CH:21]=3)[CH:17]=[CH:16][N:15]=2)[CH2:12][CH2:13][NH:8][CH2:9][CH2:10]1, predict the reactants needed to synthesize it. The reactants are: C(OC([N:8]1[CH2:13][CH2:12][N:11]([C:14]2[N:19]=[C:18]([C:20]3[CH:29]=[CH:28][C:27]4[C:26]([CH3:31])([CH3:30])[CH2:25][CH2:24][C:23]([CH3:33])([CH3:32])[C:22]=4[CH:21]=3)[CH:17]=[CH:16][N:15]=2)[CH2:10][CH2:9]1)=O)(C)(C)C.Cl. (7) Given the product [N+:1]([C:4]1[CH:9]=[CH:8][CH:7]=[CH:6][C:5]=1[C:10]1[N:11]=[C:12]([NH:15][C:16](=[O:34])[CH2:17][CH2:18][CH2:19][CH2:20][CH2:21][CH2:22][C:23]([NH:25][OH:26])=[O:24])[S:13][CH:14]=1)([O-:3])=[O:2], predict the reactants needed to synthesize it. The reactants are: [N+:1]([C:4]1[CH:9]=[CH:8][CH:7]=[CH:6][C:5]=1[C:10]1[N:11]=[C:12]([NH:15][C:16](=[O:34])[CH2:17][CH2:18][CH2:19][CH2:20][CH2:21][CH2:22][C:23]([NH:25][O:26]CC2C=CC=CC=2)=[O:24])[S:13][CH:14]=1)([O-:3])=[O:2].B(Br)(Br)Br. (8) Given the product [Cl:50][C:47]1[C:46]([NH:51][S:52]([C:55]2[CH:56]=[CH:57][CH:58]=[CH:59][CH:60]=2)(=[O:54])=[O:53])=[CH:45][C:44]([C:2]2[CH:11]=[C:10]3[C:5](=[CH:4][CH:3]=2)[N:6]=[CH:7][C:8](=[O:19])[N:9]3[CH2:12][C:13]2[CH:18]=[CH:17][CH:16]=[CH:15][CH:14]=2)=[CH:49][N:48]=1, predict the reactants needed to synthesize it. The reactants are: Br[C:2]1[CH:11]=[C:10]2[C:5]([N:6]=[CH:7][C:8](=[O:19])[N:9]2[CH2:12][C:13]2[CH:18]=[CH:17][CH:16]=[CH:15][CH:14]=2)=[CH:4][CH:3]=1.B1(B2OC(C)(C)C(C)(C)O2)OC(C)(C)C(C)(C)O1.C([O-])(=O)C.[K+].Br[C:44]1[CH:45]=[C:46]([NH:51][S:52]([C:55]2[CH:60]=[CH:59][CH:58]=[CH:57][CH:56]=2)(=[O:54])=[O:53])[C:47]([Cl:50])=[N:48][CH:49]=1.C([O-])([O-])=O.[K+].[K+]. (9) Given the product [NH:21]1[C:22]2[C:27](=[CH:26][CH:25]=[CH:24][CH:23]=2)[CH:28]=[C:20]1[CH2:19][CH2:18][CH2:17][CH2:16][C:8]1[NH:9][C:10]2[C:15]([C:7]=1[CH:6]1[CH2:2][C:3](=[O:31])[N:4]([CH3:30])[C:5]1=[O:29])=[CH:14][CH:13]=[CH:12][CH:11]=2, predict the reactants needed to synthesize it. The reactants are: Br[C:2]1[C:3](=[O:31])[N:4]([CH3:30])[C:5](=[O:29])[C:6]=1[C:7]1[C:15]2[C:10](=[CH:11][CH:12]=[CH:13][CH:14]=2)[NH:9][C:8]=1[CH2:16][CH2:17][CH2:18][CH2:19][C:20]1[NH:21][C:22]2[C:27]([CH:28]=1)=[CH:26][CH:25]=[CH:24][CH:23]=2. (10) Given the product [CH:6](=[O:7])[C:5]1[CH:4]=[C:3]([O:2][CH3:1])[C:10]([OH:11])=[C:9]([O:13][CH3:14])[CH:8]=1, predict the reactants needed to synthesize it. The reactants are: [CH3:1][O:2][C:3]1[CH:4]=[C:5]([CH:8]=[C:9]([O:13][CH3:14])[C:10]=1[O:11]C)[CH:6]=[O:7].S(=O)(=O)(O)O.